Task: Predict which catalyst facilitates the given reaction.. Dataset: Catalyst prediction with 721,799 reactions and 888 catalyst types from USPTO (1) Reactant: [F:1][C:2]1[CH:7]=[C:6]([I:8])[CH:5]=[CH:4][C:3]=1[NH:9][C:10]1[N:11]([CH3:43])[C:12](=[O:42])[CH:13]=[C:14]([O:28][C:29]2[CH:34]=[CH:33][CH:32]=[C:31]([C:35]3([CH3:40])OCC[O:36]3)[C:30]=2[CH3:41])[C:15]=1[C:16]([NH:18]CC1C=CC(OC)=CC=1)=[O:17].[Cl-].[Al+3].[Cl-].[Cl-].O.Cl. Product: [C:35]([C:31]1[C:30]([CH3:41])=[C:29]([CH:34]=[CH:33][CH:32]=1)[O:28][C:14]1[C:15]([C:16]([NH2:18])=[O:17])=[C:10]([NH:9][C:3]2[CH:4]=[CH:5][C:6]([I:8])=[CH:7][C:2]=2[F:1])[N:11]([CH3:43])[C:12](=[O:42])[CH:13]=1)(=[O:36])[CH3:40]. The catalyst class is: 520. (2) Reactant: [CH2:1]([N:5]([CH2:41][CH2:42][CH2:43][CH3:44])[C:6]([C:8]1[N:9]=[C:10]([C:21]2[CH:30]=[CH:29][C:24]([C:25]([O:27][CH3:28])=[O:26])=[CH:23][C:22]=2[C:31]([O:33]CC2C=CC=CC=2)=[O:32])[N:11]([CH2:13][CH2:14][C:15]2C=[CH:19][CH:18]=[CH:17][CH:16]=2)[CH:12]=1)=[O:7])[CH2:2][CH2:3][CH3:4]. Product: [CH2:13]([N:11]1[CH:12]=[C:8]([C:6](=[O:7])[N:5]([CH2:41][CH2:42][CH2:43][CH3:44])[CH2:1][CH2:2][CH2:3][CH3:4])[N:9]=[C:10]1[C:21]1[CH:30]=[CH:29][C:24]([C:25]([O:27][CH3:28])=[O:26])=[CH:23][C:22]=1[C:31]([OH:33])=[O:32])[C:14]1[CH:19]=[CH:18][CH:17]=[CH:16][CH:15]=1. The catalyst class is: 99.